This data is from Catalyst prediction with 721,799 reactions and 888 catalyst types from USPTO. The task is: Predict which catalyst facilitates the given reaction. (1) Reactant: [H-].[Na+].[CH2:3]([NH:10][C:11]1[N:16]=[CH:15][C:14]([Br:17])=[CH:13][N:12]=1)[C:4]1[CH:9]=[CH:8][CH:7]=[CH:6][CH:5]=1.[CH3:18][S:19](Cl)(=[O:21])=[O:20]. Product: [Br:17][C:14]1[CH:15]=[N:16][C:11]([N:10]([CH2:3][C:4]2[CH:5]=[CH:6][CH:7]=[CH:8][CH:9]=2)[S:19]([CH3:18])(=[O:21])=[O:20])=[N:12][CH:13]=1. The catalyst class is: 3. (2) Reactant: [CH2:1]([N:5]([CH2:25][CH2:26][CH2:27][CH3:28])[C:6]1[CH:11]=[CH:10][C:9]([CH:12]=[CH:13][C:14]2[S:18][C:17]([CH:19]=[CH:20][CH:21]=O)=[CH:16][CH:15]=2)=[C:8]([O:23][CH3:24])[CH:7]=1)[CH2:2][CH2:3][CH3:4].[C:29]([C:31]1[C:32](=[C:47]([C:50]#[N:51])[C:48]#[N:49])[O:33][C:34]([C:41]2[CH:46]=[CH:45][CH:44]=[CH:43][CH:42]=2)([C:37]([F:40])([F:39])[F:38])[C:35]=1[CH3:36])#[N:30]. Product: [CH2:25]([N:5]([CH2:1][CH2:2][CH2:3][CH3:4])[C:6]1[CH:11]=[CH:10][C:9]([CH:12]=[CH:13][C:14]2[S:18][C:17]([CH:19]=[CH:20][CH:21]=[CH:36][C:35]3[C:34]([C:41]4[CH:46]=[CH:45][CH:44]=[CH:43][CH:42]=4)([C:37]([F:40])([F:38])[F:39])[O:33][C:32](=[C:47]([C:50]#[N:51])[C:48]#[N:49])[C:31]=3[C:29]#[N:30])=[CH:16][CH:15]=2)=[C:8]([O:23][CH3:24])[CH:7]=1)[CH2:26][CH2:27][CH3:28]. The catalyst class is: 8. (3) Reactant: [CH3:1][O:2][C:3](=[O:23])/[C:4](/[CH2:13][C:14]1[CH:19]=[CH:18][C:17]([C:20](O)=[O:21])=[CH:16][CH:15]=1)=[C:5](/[CH:10]([CH3:12])[CH3:11])\[C:6]([O:8][CH3:9])=[O:7].N.O1CCOCC1.[Cl-].COC1N=C(OC)N=C([N+]2(C)CCOCC2)[N:35]=1.CCCCCC.C(OCC)(=O)C. Product: [CH3:1][O:2][C:3](=[O:23])/[C:4](/[CH2:13][C:14]1[CH:19]=[CH:18][C:17]([C:20](=[O:21])[NH2:35])=[CH:16][CH:15]=1)=[C:5](/[CH:10]([CH3:12])[CH3:11])\[C:6]([O:8][CH3:9])=[O:7]. The catalyst class is: 7. (4) Reactant: [CH3:1][O:2][C:3]1[CH:8]=[C:7]([CH3:9])[C:6]([S:10]([N:13]([CH2:15][C:16]2[O:17][CH:18]=[C:19]([C:21](O)=[O:22])[N:20]=2)[CH3:14])(=[O:12])=[O:11])=[C:5]([CH3:24])[CH:4]=1.CCN=C=NCCCN(C)C.C1C=CC2N(O)N=NC=2C=1.[CH3:46][N:47]1[CH2:52][CH2:51][CH:50]([CH2:53][N:54]2[CH2:59][CH2:58][NH:57][CH2:56][CH2:55]2)[CH2:49][CH2:48]1. Product: [CH3:1][O:2][C:3]1[CH:4]=[C:5]([CH3:24])[C:6]([S:10]([N:13]([CH3:14])[CH2:15][C:16]2[O:17][CH:18]=[C:19]([C:21]([N:57]3[CH2:56][CH2:55][N:54]([CH2:53][CH:50]4[CH2:51][CH2:52][N:47]([CH3:46])[CH2:48][CH2:49]4)[CH2:59][CH2:58]3)=[O:22])[N:20]=2)(=[O:12])=[O:11])=[C:7]([CH3:9])[CH:8]=1. The catalyst class is: 2. (5) Reactant: [NH2:1][C:2]1[CH:3]=[CH:4][C:5]([F:10])=[C:6]([CH:9]=1)[C:7]#[N:8].[H-].[Na+].[F:13][C:14]([F:44])([F:43])[C:15]1[CH:20]=[CH:19][C:18]([C@@H:21]2[C:30]3[C:25](=[CH:26][CH:27]=[CH:28][CH:29]=3)[CH2:24][CH2:23][N:22]2[C:31](OC2C=CC([N+]([O-])=O)=CC=2)=[O:32])=[CH:17][CH:16]=1.O. Product: [C:7]([C:6]1[CH:9]=[C:2]([NH:1][C:31]([N:22]2[CH2:23][CH2:24][C:25]3[C:30](=[CH:29][CH:28]=[CH:27][CH:26]=3)[C@H:21]2[C:18]2[CH:19]=[CH:20][C:15]([C:14]([F:43])([F:13])[F:44])=[CH:16][CH:17]=2)=[O:32])[CH:3]=[CH:4][C:5]=1[F:10])#[N:8]. The catalyst class is: 36. (6) Reactant: [C:1]([O:5][C:6]([N:8]1[CH2:13][CH2:12][N:11]([C:14]2[C:19]([F:20])=[CH:18][C:17]([N+:21]([O-])=O)=[CH:16][C:15]=2[F:24])[CH2:10][CH2:9]1)=[O:7])([CH3:4])([CH3:3])[CH3:2]. Product: [C:1]([O:5][C:6]([N:8]1[CH2:9][CH2:10][N:11]([C:14]2[C:15]([F:24])=[CH:16][C:17]([NH2:21])=[CH:18][C:19]=2[F:20])[CH2:12][CH2:13]1)=[O:7])([CH3:4])([CH3:2])[CH3:3]. The catalyst class is: 19. (7) Reactant: [C:1]([C:5]1[CH:10]=[CH:9][C:8]([C:11]2[CH:16]=[CH:15][N:14]([CH2:17][C:18]#[N:19])[C:13](=[O:20])[CH:12]=2)=[CH:7][CH:6]=1)([CH3:4])([CH3:3])[CH3:2].[NH2:21][OH:22]. Product: [C:1]([C:5]1[CH:10]=[CH:9][C:8]([C:11]2[CH:16]=[CH:15][N:14]([CH2:17][C:18](=[N:21][OH:22])[NH2:19])[C:13](=[O:20])[CH:12]=2)=[CH:7][CH:6]=1)([CH3:4])([CH3:2])[CH3:3]. The catalyst class is: 8.